Regression. Given a peptide amino acid sequence and an MHC pseudo amino acid sequence, predict their binding affinity value. This is MHC class I binding data. From a dataset of Peptide-MHC class I binding affinity with 185,985 pairs from IEDB/IMGT. (1) The peptide sequence is SRLGIVVLR. The MHC is HLA-A26:02 with pseudo-sequence HLA-A26:02. The binding affinity (normalized) is 0.0847. (2) The peptide sequence is EQIDIHIL. The MHC is H-2-Kb with pseudo-sequence H-2-Kb. The binding affinity (normalized) is 0.0735. (3) The peptide sequence is PERLERWHSLI. The MHC is Mamu-A11 with pseudo-sequence Mamu-A11. The binding affinity (normalized) is 0.406. (4) The peptide sequence is RRSRRSLTV. The MHC is HLA-C07:01 with pseudo-sequence HLA-C07:01. The binding affinity (normalized) is 0.666. (5) The peptide sequence is TSLINGDNQ. The binding affinity (normalized) is 0.0959. The MHC is H-2-Kb with pseudo-sequence H-2-Kb. (6) The peptide sequence is REWGWRIPF. The MHC is HLA-B39:01 with pseudo-sequence HLA-B39:01. The binding affinity (normalized) is 0.546. (7) The MHC is Mamu-B17 with pseudo-sequence Mamu-B17. The peptide sequence is ELKEEALKHF. The binding affinity (normalized) is 0.